The task is: Predict the reaction yield, written as a fraction of the theoretical maximum amount of product (1.0 means a 100% yield; for example, 0.34 means a 34% yield).. This data is from Reaction yield outcomes from USPTO patents with 853,638 reactions. (1) The reactants are [C:1]([O:5][C:6]([N:8]([CH2:19][C:20]1[CH:25]=[CH:24][CH:23]=[CH:22][CH:21]=1)[C@H:9]([CH2:17][OH:18])[CH2:10][C:11]1[CH:16]=[CH:15][CH:14]=[CH:13][CH:12]=1)=[O:7])([CH3:4])([CH3:3])[CH3:2].CC1(C)N([O])C(C)(C)CCC1.[Br-].[Na+].C(=O)(O)[O-].[Na+]. The catalyst is C1(C)C=CC=CC=1.O.C(OCC)(=O)C. The product is [C:1]([O:5][C:6]([N:8]([CH2:19][C:20]1[CH:21]=[CH:22][CH:23]=[CH:24][CH:25]=1)[C@H:9]([CH:17]=[O:18])[CH2:10][C:11]1[CH:12]=[CH:13][CH:14]=[CH:15][CH:16]=1)=[O:7])([CH3:4])([CH3:2])[CH3:3]. The yield is 1.00. (2) The reactants are Br[C:2]1[CH:3]=[N:4][C:5]([NH:8][C:9]2[CH:14]=[CH:13][C:12]([CH:15]([OH:20])[C:16]([F:19])([F:18])[F:17])=[CH:11][CH:10]=2)=[N:6][CH:7]=1.[F:21][C:22]1[CH:29]=[CH:28][C:25]([NH:26][CH3:27])=[CH:24][CH:23]=1.C1(P(C2CCCCC2)C2C=CC=CC=2C2C=CC=CC=2)CCCCC1.[Li+].C[Si]([N-][Si](C)(C)C)(C)C. The catalyst is C1COCC1.C(OCC)(=O)C. The product is [OH:20][CH:15]([C:12]1[CH:13]=[CH:14][C:9]([NH:8][C:5]2[N:4]=[CH:3][C:2]([N:26]([C:25]3[CH:28]=[CH:29][C:22]([F:21])=[CH:23][CH:24]=3)[CH3:27])=[CH:7][N:6]=2)=[CH:10][CH:11]=1)[C:16]([F:19])([F:18])[F:17]. The yield is 0.180. (3) The reactants are C(N(CC)CC)C.[CH:8]([C:10]1[C:18]2[C:13](=[CH:14][C:15]([O:19][CH3:20])=[CH:16][CH:17]=2)[N:12](C(OC(C)(C)C)=O)[CH:11]=1)=[O:9].[CH:28](=[N:35][C:36]1[CH:41]=[CH:40][N:39]=[C:38]([O:42][CH3:43])[CH:37]=1)[C:29]1[CH:34]=[CH:33][CH:32]=[CH:31][CH:30]=1. The catalyst is [Cl-].C([N+]1C(C)=C(CCO)SC=1)C1C=CC=CC=1.C(O)C. The product is [CH3:20][O:19][C:15]1[CH:14]=[C:13]2[C:18]([C:10]([C:8](=[O:9])[CH:28]([NH:35][C:36]3[CH:41]=[CH:40][N:39]=[C:38]([O:42][CH3:43])[CH:37]=3)[C:29]3[CH:30]=[CH:31][CH:32]=[CH:33][CH:34]=3)=[CH:11][NH:12]2)=[CH:17][CH:16]=1. The yield is 0.180. (4) The reactants are [NH2:1][C:2]1[N:10]=[C:9]2[C:5]([NH:6][CH:7]=[N:8]2)=[C:4]([Cl:11])[N:3]=1.C(=O)([O-])[O-].[K+].[K+].[CH2:18](Br)[C:19]1[CH:24]=[CH:23][CH:22]=[CH:21][CH:20]=1. The catalyst is CN(C=O)C. The product is [NH2:1][C:2]1[N:10]=[C:9]2[C:5]([N:6]=[CH:7][N:8]2[CH2:18][C:19]2[CH:24]=[CH:23][CH:22]=[CH:21][CH:20]=2)=[C:4]([Cl:11])[N:3]=1. The yield is 0.530. (5) The reactants are CO[C:3]1[CH2:8][CH2:7][CH2:6][C:5](=[O:9])[CH:4]=1.[Li][CH2:11][CH2:12][CH2:13][CH3:14]. The product is [CH2:11]([C:3]1[CH2:8][CH2:7][CH2:6][C:5](=[O:9])[CH:4]=1)[CH2:12][CH2:13][CH3:14]. The catalyst is C(OCC)(=O)C. The yield is 0.970. (6) The reactants are [Mg].Cl[CH:3]1[CH2:8][CH2:7][N:6]([CH3:9])[CH2:5][CH2:4]1.[Cl:10][C:11]1[CH:46]=[CH:45][C:14]([C:15]([C:17]2[CH:18]=[C:19]([C:35]3[CH:40]=[CH:39][N:38]=[C:37]([NH:41][C:42](=[O:44])[CH3:43])[CH:36]=3)[S:20][C:21]=2[C:22]2[N:26]=[CH:25][N:24]([CH2:27][O:28][CH2:29][CH2:30][Si:31]([CH3:34])([CH3:33])[CH3:32])[N:23]=2)=[O:16])=[CH:13][CH:12]=1. The catalyst is O1CCCC1. The product is [Cl:10][C:11]1[CH:12]=[CH:13][C:14]([C:15]([OH:16])([CH:3]2[CH2:8][CH2:7][N:6]([CH3:9])[CH2:5][CH2:4]2)[C:17]2[CH:18]=[C:19]([C:35]3[CH:40]=[CH:39][N:38]=[C:37]([NH:41][C:42](=[O:44])[CH3:43])[CH:36]=3)[S:20][C:21]=2[C:22]2[N:26]=[CH:25][N:24]([CH2:27][O:28][CH2:29][CH2:30][Si:31]([CH3:32])([CH3:34])[CH3:33])[N:23]=2)=[CH:45][CH:46]=1. The yield is 0.443. (7) The reactants are CON(C)[C:4]([CH:6]1[CH2:11][CH2:10][O:9][CH2:8][CH2:7]1)=[O:5].[CH3:13][Mg]Br. The catalyst is O1CCCC1. The product is [O:9]1[CH2:8][CH2:7][CH:6]([C:4](=[O:5])[CH3:13])[CH2:11][CH2:10]1. The yield is 0.736.